This data is from Forward reaction prediction with 1.9M reactions from USPTO patents (1976-2016). The task is: Predict the product of the given reaction. The product is: [CH3:28][O:29][C:30](=[O:45])[C@@H:31]([NH:44][C:70](=[O:53])[CH2:71][NH:72][C:11]([C:9]1[CH:8]=[CH:7][C:6]2[N:2]([CH3:1])[C:3]([NH:14][C:15]3[S:16][C:17]4[CH:23]=[C:22]([C:24]([F:27])([F:25])[F:26])[CH:21]=[CH:20][C:18]=4[N:19]=3)=[N:4][C:5]=2[CH:10]=1)=[O:13])[CH2:32][CH2:33][CH2:34][CH2:35][NH:36][C:37]([O:39][C:40]([CH3:41])([CH3:42])[CH3:43])=[O:38]. Given the reactants [CH3:1][N:2]1[C:6]2[CH:7]=[CH:8][C:9]([C:11]([OH:13])=O)=[CH:10][C:5]=2[N:4]=[C:3]1[NH:14][C:15]1[S:16][C:17]2[CH:23]=[C:22]([C:24]([F:27])([F:26])[F:25])[CH:21]=[CH:20][C:18]=2[N:19]=1.[CH3:28][O:29][C:30](=[O:45])[C@@H:31]([NH2:44])[CH2:32][CH2:33][CH2:34][CH2:35][NH:36][C:37]([O:39][C:40]([CH3:43])([CH3:42])[CH3:41])=[O:38].CN(C([O:53]N1N=NC2C=CC=CC1=2)=[N+](C)C)C.F[P-](F)(F)(F)(F)F.[CH3:70][CH2:71][N:72](C(C)C)C(C)C, predict the reaction product.